From a dataset of Forward reaction prediction with 1.9M reactions from USPTO patents (1976-2016). Predict the product of the given reaction. (1) Given the reactants CC(C)([O-])C.[K+].Br[C:8]1[CH:9]=[CH:10][C:11]2[O:15][C:14](=[O:16])[NH:13][C:12]=2[CH:17]=1.[CH3:18][C@H:19]1[O:24][CH2:23][C@@H:22]([C:25]2[CH:30]=[CH:29][CH:28]=[CH:27][CH:26]=2)[NH:21][CH2:20]1.C(P(C(C)(C)C)C1N(C2C(C3C=CC=CC=3)=NN(C3C=CC=CC=3)C=2C2C=CC=CC=2)N=CC=1)(C)(C)C, predict the reaction product. The product is: [CH3:18][C@@H:19]1[CH2:20][N:21]([C:8]2[CH:9]=[CH:10][C:11]3[O:15][C:14](=[O:16])[NH:13][C:12]=3[CH:17]=2)[C@H:22]([C:25]2[CH:26]=[CH:27][CH:28]=[CH:29][CH:30]=2)[CH2:23][O:24]1. (2) Given the reactants CC([O:4][C@@H:5]([CH2:10][N+:11]([CH3:14])([CH3:13])[CH3:12])[CH2:6][C:7]([O-:9])=[O:8])=O.[N+:15]([O-:18])(O)=[O:16].[C:19](O)(=[O:21])[CH3:20], predict the reaction product. The product is: [N+:15]([O:4][C@:5]([C:19](=[O:21])[CH3:20])([CH2:6][C:7](=[O:8])[O-:9])[CH2:10][N+:11]([CH3:12])([CH3:13])[CH3:14])([O-:18])=[O:16].